From a dataset of Reaction yield outcomes from USPTO patents with 853,638 reactions. Predict the reaction yield, written as a fraction of the theoretical maximum amount of product (1.0 means a 100% yield; for example, 0.34 means a 34% yield). The reactants are [CH3:1][C:2]1([CH3:11])[O:6][C@H:5]2[CH2:7][S:8][C:9](=[O:10])[C@H:4]2[O:3]1.[Cl-].[NH4+]. The catalyst is C1COCC1. The product is [CH2:7]([C:9]1([OH:10])[C@@H:4]2[C@@H:5]([O:6][C:2]([CH3:11])([CH3:1])[O:3]2)[CH2:7][S:8]1)[CH2:5][CH:4]=[CH2:9]. The yield is 0.900.